From a dataset of Forward reaction prediction with 1.9M reactions from USPTO patents (1976-2016). Predict the product of the given reaction. Given the reactants [C:1]([N:5]1[CH:9]=[C:8]([CH2:10][C:11]2[O:12][CH:13]=[CH:14][CH:15]=2)/[C:7](=[N:16]/C(=O)OCC)/[S:6]1)([CH3:4])([CH3:3])[CH3:2].[Si](I)(C)(C)C, predict the reaction product. The product is: [C:1]([N:5]1[CH:9]=[C:8]([CH2:10][C:11]2[O:12][CH:13]=[CH:14][CH:15]=2)[C:7](=[NH:16])[S:6]1)([CH3:4])([CH3:2])[CH3:3].